From a dataset of Forward reaction prediction with 1.9M reactions from USPTO patents (1976-2016). Predict the product of the given reaction. (1) Given the reactants [C:1]([C:3]1[CH:4]=[C:5]([NH:10][C:11](=[O:16])[CH2:12][CH2:13][CH2:14][CH3:15])[CH:6]=[C:7]([F:9])[CH:8]=1)#[N:2].[CH3:17][O:18][C:19]1[CH:26]=[CH:25][C:22]([CH2:23]Br)=[CH:21][CH:20]=1, predict the reaction product. The product is: [C:1]([C:3]1[CH:4]=[C:5]([N:10]([CH2:23][C:22]2[CH:25]=[CH:26][C:19]([O:18][CH3:17])=[CH:20][CH:21]=2)[C:11](=[O:16])[CH2:12][CH2:13][CH2:14][CH3:15])[CH:6]=[C:7]([F:9])[CH:8]=1)#[N:2]. (2) The product is: [O:16]=[C:5]1[C:4]2[C:8](=[CH:9][CH:10]=[C:2]([O:1][CH2:28][C:27]3[CH:26]=[C:25]([C:22]4[CH:23]=[CH:24][C:19]([C:18]([F:17])([F:33])[F:34])=[CH:20][CH:21]=4)[CH:32]=[CH:31][CH:30]=3)[CH:3]=2)[CH:7]([CH2:11][C:12]([O:14][CH3:15])=[O:13])[NH:6]1. Given the reactants [OH:1][C:2]1[CH:3]=[C:4]2[C:8](=[CH:9][CH:10]=1)[CH:7]([CH2:11][C:12]([O:14][CH3:15])=[O:13])[NH:6][C:5]2=[O:16].[F:17][C:18]([F:34])([F:33])[C:19]1[CH:24]=[CH:23][C:22]([C:25]2[CH:26]=[C:27]([CH:30]=[CH:31][CH:32]=2)[CH2:28]Br)=[CH:21][CH:20]=1, predict the reaction product.